From a dataset of Reaction yield outcomes from USPTO patents with 853,638 reactions. Predict the reaction yield, written as a fraction of the theoretical maximum amount of product (1.0 means a 100% yield; for example, 0.34 means a 34% yield). (1) The reactants are [CH3:1][C:2]1[O:6][N:5]=[C:4]([C:7]2[CH:12]=[CH:11][CH:10]=[CH:9][CH:8]=2)[C:3]=1[C:13]1[N:14]=[C:15]2[CH:20]=[C:19]([C:21]([OH:23])=O)[CH:18]=[CH:17][N:16]2[CH:24]=1.[NH2:25][CH:26]1[CH2:31][CH2:30][O:29][CH2:28][CH2:27]1. No catalyst specified. The product is [O:29]1[CH2:30][CH2:31][CH:26]([NH:25][C:21]([C:19]2[CH:18]=[CH:17][N:16]3[CH:24]=[C:13]([C:3]4[C:4]([C:7]5[CH:12]=[CH:11][CH:10]=[CH:9][CH:8]=5)=[N:5][O:6][C:2]=4[CH3:1])[N:14]=[C:15]3[CH:20]=2)=[O:23])[CH2:27][CH2:28]1. The yield is 0.570. (2) The reactants are [OH:1][CH2:2][CH:3]([O:6][CH2:7][C@@H:8]([NH:11][C:12](=[O:18])[O:13][C:14]([CH3:17])([CH3:16])[CH3:15])[CH:9]=[CH2:10])[CH:4]=[CH2:5].C(N(CC)CC)C.[C:26](Cl)(=[O:28])[CH3:27]. The catalyst is C(Cl)Cl. The product is [C:26]([O:1][CH2:2][CH:3]([O:6][CH2:7][C@@H:8]([NH:11][C:12]([O:13][C:14]([CH3:17])([CH3:16])[CH3:15])=[O:18])[CH:9]=[CH2:10])[CH:4]=[CH2:5])(=[O:28])[CH3:27]. The yield is 0.850. (3) The reactants are [CH3:1][N:2]([CH3:25])[C:3]1[CH:8]=[CH:7][C:6]([C:9]2[N:13]([C:14]3[CH:15]=[N:16][C:17]([O:20][CH3:21])=[CH:18][CH:19]=3)[N:12]=[C:11]([C:22](O)=[O:23])[CH:10]=2)=[CH:5][CH:4]=1.[C:26]([NH2:30])([CH3:29])([CH3:28])[CH3:27]. No catalyst specified. The product is [C:26]([NH:30][C:22]([C:11]1[CH:10]=[C:9]([C:6]2[CH:5]=[CH:4][C:3]([N:2]([CH3:25])[CH3:1])=[CH:8][CH:7]=2)[N:13]([C:14]2[CH:15]=[N:16][C:17]([O:20][CH3:21])=[CH:18][CH:19]=2)[N:12]=1)=[O:23])([CH3:29])([CH3:28])[CH3:27]. The yield is 0.760. (4) The reactants are [CH3:1][C@H:2]1[C:6](=[O:7])[O:5][C:4](=[O:8])[NH:3]1.[C:9]1([CH2:15][CH2:16][C:17](Cl)=[O:18])[CH:14]=[CH:13][CH:12]=[CH:11][CH:10]=1.CN1CCOCC1. The catalyst is C(OCC)(=O)C. The product is [C:9]1([CH2:15][CH2:16][C:17]([N:3]2[C@@H:2]([CH3:1])[C:6](=[O:7])[O:5][C:4]2=[O:8])=[O:18])[CH:14]=[CH:13][CH:12]=[CH:11][CH:10]=1. The yield is 0.550. (5) The reactants are [CH2:1]([C:3]1[CH:18]=[C:17]([O:19][CH2:20][CH:21]=[C:22]([Cl:24])[Cl:23])[CH:16]=[C:15]([CH2:25][CH3:26])[C:4]=1[O:5][CH2:6][CH2:7][CH2:8][CH2:9][O:10][CH2:11][CH:12]=[N:13][OH:14])[CH3:2].C(=O)([O-])[O-].[K+].[K+].[CH2:33](Br)[C:34]1[CH:39]=[CH:38][CH:37]=[CH:36][CH:35]=1.CN(C)C=O. The catalyst is O. The product is [CH2:33]([O:14][N:13]=[CH:12][CH2:11][O:10][CH2:9][CH2:8][CH2:7][CH2:6][O:5][C:4]1[C:15]([CH2:25][CH3:26])=[CH:16][C:17]([O:19][CH2:20][CH:21]=[C:22]([Cl:23])[Cl:24])=[CH:18][C:3]=1[CH2:1][CH3:2])[C:34]1[CH:39]=[CH:38][CH:37]=[CH:36][CH:35]=1. The yield is 0.560. (6) The reactants are [Cl:1][C:2]1[CH:33]=[CH:32][C:5]([CH2:6][N:7]2[C:15]3[C:10](=[CH:11][C:12]([CH:16]=[C:17]4[S:21][C:20]([N:22]([C@H:24]5[CH2:29][CH2:28][NH:27][CH2:26][C@H:25]5[F:30])[CH3:23])=[N:19][C:18]4=[O:31])=[CH:13][CH:14]=3)[CH:9]=[N:8]2)=[C:4]([C:34]([F:37])([F:36])[F:35])[CH:3]=1.C(=O)([O-])[O-].[K+].[K+].Br[CH2:45][C:46]([NH2:48])=[O:47]. The catalyst is CN(C=O)C. The product is [Cl:1][C:2]1[CH:33]=[CH:32][C:5]([CH2:6][N:7]2[C:15]3[C:10](=[CH:11][C:12]([CH:16]=[C:17]4[S:21][C:20]([N:22]([CH3:23])[C@H:24]5[CH2:29][CH2:28][N:27]([CH2:45][C:46]([NH2:48])=[O:47])[CH2:26][C@H:25]5[F:30])=[N:19][C:18]4=[O:31])=[CH:13][CH:14]=3)[CH:9]=[N:8]2)=[C:4]([C:34]([F:36])([F:37])[F:35])[CH:3]=1. The yield is 0.640. (7) The reactants are C(NC1C=CC(C2C=C3C(CN([C@@H](C(C)C)C(O)=O)C3=O)=CC=2)=CC=1)(=O)C1C=CC=CC=1.[O:33]=[C:34]1[C:42]2[C:37](=[CH:38][CH:39]=[C:40]([C:43]3[CH:48]=[CH:47][C:46]([NH:49][C:50](=[O:62])[C:51]4[CH:56]=[CH:55][C:54]([CH2:57][CH2:58][CH2:59][CH2:60][CH3:61])=[CH:53][CH:52]=4)=[CH:45][CH:44]=3)[CH:41]=2)[CH2:36][N:35]1[C:63]1([C:68]([O:70]C)=[O:69])[CH2:67][CH2:66][CH2:65][CH2:64]1. No catalyst specified. The product is [O:33]=[C:34]1[C:42]2[C:37](=[CH:38][CH:39]=[C:40]([C:43]3[CH:44]=[CH:45][C:46]([NH:49][C:50](=[O:62])[C:51]4[CH:56]=[CH:55][C:54]([CH2:57][CH2:58][CH2:59][CH2:60][CH3:61])=[CH:53][CH:52]=4)=[CH:47][CH:48]=3)[CH:41]=2)[CH2:36][N:35]1[C:63]1([C:68]([OH:70])=[O:69])[CH2:64][CH2:65][CH2:66][CH2:67]1. The yield is 0.840. (8) The product is [Cl:38][C:20]1[CH:19]=[C:18]([N:8]2[CH2:9][CH2:10][C:11]3[C:16](=[CH:15][CH:14]=[CH:13][CH:12]=3)[CH2:7]2)[CH:23]=[C:22]([C:24]([F:27])([F:26])[F:25])[C:21]=1[NH:28][C:29](=[O:37])[CH2:30][CH2:31][CH:32]1[CH2:36][CH2:35][CH2:34][CH2:33]1. The catalyst is C1(C)C=CC=CC=1. The reactants are CC(C)([O-])C.[K+].[CH2:7]1[C:16]2[C:11](=[CH:12][CH:13]=[CH:14][CH:15]=2)[CH2:10][CH2:9][NH:8]1.Br[C:18]1[CH:23]=[C:22]([C:24]([F:27])([F:26])[F:25])[C:21]([NH:28][C:29](=[O:37])[CH2:30][CH2:31][CH:32]2[CH2:36][CH2:35][CH2:34][CH2:33]2)=[C:20]([Cl:38])[CH:19]=1. The yield is 0.280.